Dataset: Forward reaction prediction with 1.9M reactions from USPTO patents (1976-2016). Task: Predict the product of the given reaction. Given the reactants C[O:2][C:3]([CH:5]1[CH2:9][CH2:8][CH2:7][N:6]1[CH2:10][CH2:11][O:12][C:13]1[CH:18]=[C:17]([NH:19][C:20]2[C:29]3[C:24](=[CH:25][C:26]([C:30]4[C:35]([C:36]([F:39])([F:38])[F:37])=[CH:34][CH:33]=[CH:32][N:31]=4)=[CH:27][CH:28]=3)[N:23]=[CH:22][N:21]=2)[CH:16]=[CH:15][C:14]=1[C:40]([CH3:43])([CH3:42])[CH3:41])=[O:4].[OH-].[Na+], predict the reaction product. The product is: [C:40]([C:14]1[CH:15]=[CH:16][C:17]([NH:19][C:20]2[C:29]3[C:24](=[CH:25][C:26]([C:30]4[C:35]([C:36]([F:39])([F:37])[F:38])=[CH:34][CH:33]=[CH:32][N:31]=4)=[CH:27][CH:28]=3)[N:23]=[CH:22][N:21]=2)=[CH:18][C:13]=1[O:12][CH2:11][CH2:10][N:6]1[CH2:7][CH2:8][CH2:9][CH:5]1[C:3]([OH:4])=[O:2])([CH3:43])([CH3:41])[CH3:42].